This data is from Full USPTO retrosynthesis dataset with 1.9M reactions from patents (1976-2016). The task is: Predict the reactants needed to synthesize the given product. (1) Given the product [CH:16]1([N:19]2[CH2:24][C:23]3([CH2:29][CH2:28][N:27]([S:30]([C:33]4[CH:34]=[CH:35][C:36]([C:2]5[CH:10]=[C:9]6[C:5]([C:6]([N:11]([CH3:15])[C:12]([NH2:14])=[O:13])=[N:7][NH:8]6)=[CH:4][CH:3]=5)=[CH:37][CH:38]=4)(=[O:31])=[O:32])[CH2:26][CH2:25]3)[O:22][CH2:21][C:20]2=[O:48])[CH2:17][CH2:18]1, predict the reactants needed to synthesize it. The reactants are: Br[C:2]1[CH:10]=[C:9]2[C:5]([C:6]([N:11]([CH3:15])[C:12]([NH2:14])=[O:13])=[N:7][NH:8]2)=[CH:4][CH:3]=1.[CH:16]1([N:19]2[CH2:24][C:23]3([CH2:29][CH2:28][N:27]([S:30]([C:33]4[CH:38]=[CH:37][C:36](B5OC(C)(C)C(C)(C)O5)=[CH:35][CH:34]=4)(=[O:32])=[O:31])[CH2:26][CH2:25]3)[O:22][CH2:21][C:20]2=[O:48])[CH2:18][CH2:17]1. (2) Given the product [OH:36][CH2:37][CH:38]([O:41][NH:42][C:20]([C:11]1[C:12](=[O:19])[N:13]([CH3:18])[C:14](=[O:17])[N:15]([CH3:16])[C:10]=1[NH:9][C:3]1[CH:4]=[CH:5][C:6]([I:8])=[CH:7][C:2]=1[F:1])=[O:21])[CH2:39][OH:40], predict the reactants needed to synthesize it. The reactants are: [F:1][C:2]1[CH:7]=[C:6]([I:8])[CH:5]=[CH:4][C:3]=1[NH:9][C:10]1[N:15]([CH3:16])[C:14](=[O:17])[N:13]([CH3:18])[C:12](=[O:19])[C:11]=1[C:20](OC1C=CC=CC=1)=[O:21].C1(C2[O:40][CH2:39][CH:38]([O:41][NH2:42])[CH2:37][O:36]2)C=CC=CC=1.C1(C)C=CC(S(O)(=O)=O)=CC=1.